From a dataset of Reaction yield outcomes from USPTO patents with 853,638 reactions. Predict the reaction yield, written as a fraction of the theoretical maximum amount of product (1.0 means a 100% yield; for example, 0.34 means a 34% yield). The reactants are [F:1][C:2]1[CH:3]=[C:4]2[C:9](=[CH:10][CH:11]=1)[O:8][CH2:7][CH2:6][CH:5]2O.O. The catalyst is C1(C)C=CC=CC=1. The product is [F:1][C:2]1[CH:3]=[C:4]2[C:9](=[CH:10][CH:11]=1)[O:8][CH2:7][CH:6]=[CH:5]2. The yield is 0.520.